From a dataset of Full USPTO retrosynthesis dataset with 1.9M reactions from patents (1976-2016). Predict the reactants needed to synthesize the given product. (1) The reactants are: [C:1]([O:5][C:6]([N:8]([CH2:33][C@@H:34]([C:36]1[CH:41]=[CH:40][CH:39]=[C:38]([Cl:42])[CH:37]=1)[OH:35])[CH2:9][CH2:10][C:11]1[CH:16]=[CH:15][C:14]([C:17]2[CH:25]=[C:24]3[C:20]([C:21]([C:29]([O:31][CH3:32])=[O:30])=[CH:22][N:23]3[CH:26]([CH3:28])[CH3:27])=[CH:19][CH:18]=2)=[CH:13][CH:12]=1)=[O:7])([CH3:4])([CH3:3])[CH3:2].[O:43]1[CH:48]=[CH:47][CH2:46][CH2:45][CH2:44]1.C1(C)C=CC(S([O-])(=O)=O)=CC=1.[NH+]1C=CC=CC=1.O. Given the product [C:1]([O:5][C:6]([N:8]([CH2:33][C@@H:34]([C:36]1[CH:41]=[CH:40][CH:39]=[C:38]([Cl:42])[CH:37]=1)[O:35][CH:44]1[CH2:45][CH2:46][CH2:47][CH2:48][O:43]1)[CH2:9][CH2:10][C:11]1[CH:12]=[CH:13][C:14]([C:17]2[CH:25]=[C:24]3[C:20]([C:21]([C:29]([O:31][CH3:32])=[O:30])=[CH:22][N:23]3[CH:26]([CH3:27])[CH3:28])=[CH:19][CH:18]=2)=[CH:15][CH:16]=1)=[O:7])([CH3:3])([CH3:4])[CH3:2], predict the reactants needed to synthesize it. (2) Given the product [C:4]1([C:9]2[CH:14]=[CH:13][CH:12]=[CH:11][CH:10]=2)[CH:5]=[CH:6][CH:7]=[CH:8][C:3]=1[C:19]1([OH:29])[C:18]2[CH:17]=[C:16]([Br:15])[CH:28]=[CH:27][C:26]=2[C:25]2[C:20]1=[CH:21][CH:22]=[CH:23][CH:24]=2, predict the reactants needed to synthesize it. The reactants are: [Mg].Br[C:3]1[CH:8]=[CH:7][CH:6]=[CH:5][C:4]=1[C:9]1[CH:14]=[CH:13][CH:12]=[CH:11][CH:10]=1.[Br:15][C:16]1[CH:28]=[CH:27][C:26]2[C:25]3[C:20](=[CH:21][CH:22]=[CH:23][CH:24]=3)[C:19](=[O:29])[C:18]=2[CH:17]=1. (3) Given the product [NH:30]1[CH2:29][CH2:28][CH:27]([N:20]2[C:21]3[CH:26]=[CH:25][CH:24]=[CH:23][C:22]=3[NH:18][C:19]2=[NH:40])[CH2:32][CH2:31]1, predict the reactants needed to synthesize it. The reactants are: C(OC(N1C2C(=C(C[N:18]3[C:22]4[CH:23]=[CH:24][CH:25]=[CH:26][C:21]=4[N:20]([CH:27]4[CH2:32][CH2:31][N:30](C(OC(C)(C)C)=O)[CH2:29][CH2:28]4)[C:19]3=[NH:40])C=CC=2)C=C1)=O)(C)(C)C.C(O)(C(F)(F)F)=O.O.